From a dataset of Reaction yield outcomes from USPTO patents with 853,638 reactions. Predict the reaction yield, written as a fraction of the theoretical maximum amount of product (1.0 means a 100% yield; for example, 0.34 means a 34% yield). (1) The reactants are [Cl:1][C:2]1[C:3]([F:27])=[C:4]([N:8]2[C:16]([C:18]3[CH:23]=[CH:22][C:21]([NH2:24])=[C:20]([NH2:25])[CH:19]=3)([OH:17])[C:15]3[C:10](=[CH:11][CH:12]=[CH:13][CH:14]=3)[C:9]2=[O:26])[CH:5]=[CH:6][CH:7]=1.[C:28](N1C=CN=C1)(N1C=CN=C1)=[S:29]. The catalyst is O1CCCC1. The product is [Cl:1][C:2]1[C:3]([F:27])=[C:4]([N:8]2[C:16]([OH:17])([C:18]3[CH:23]=[CH:22][C:21]4[NH:24][C:28](=[S:29])[NH:25][C:20]=4[CH:19]=3)[C:15]3[C:10](=[CH:11][CH:12]=[CH:13][CH:14]=3)[C:9]2=[O:26])[CH:5]=[CH:6][CH:7]=1. The yield is 0.840. (2) The reactants are C([O:8][C:9]1[C:13]([O:14]CC2C=CC=CC=2)=[C:12]([C:22]#[N:23])[N:11]([C:24]2[CH:29]=[CH:28][C:27]([O:30][CH3:31])=[CH:26][CH:25]=2)[C:10]=1[C:32]([N:34]([CH3:36])[CH3:35])=[O:33])C1C=CC=CC=1. The catalyst is CO.[Pd]. The product is [C:22]([C:12]1[N:11]([C:24]2[CH:29]=[CH:28][C:27]([O:30][CH3:31])=[CH:26][CH:25]=2)[C:10]([C:32]([N:34]([CH3:35])[CH3:36])=[O:33])=[C:9]([OH:8])[C:13]=1[OH:14])#[N:23]. The yield is 0.210. (3) The reactants are C(O[C:6]1[C:7](=[O:16])[C:8](=[O:15])[C:9]=1[O:10][CH2:11][CH2:12][CH2:13][CH3:14])CCC.[CH2:17]([C:20]#[N:21])[C:18]#[N:19].[CH2:22]([N:24]([CH2:27][CH3:28])[CH2:25][CH3:26])[CH3:23]. The catalyst is C1C=CC=CC=1. The product is [CH2:11]([O:10][C:9]1[C:6](=[C:17]([C:20]#[N:21])[C:18]#[N:19])[C:7](=[O:16])[C:8]=1[O-:15])[CH2:12][CH2:13][CH3:14].[CH2:22]([NH+:24]([CH2:27][CH3:28])[CH2:25][CH3:26])[CH3:23]. The yield is 0.560. (4) The reactants are [Cl:1][C:2]1[CH:21]=[C:20]([F:22])[C:5]([NH:6][C:7]2[C:16]3[C:11](=[CH:12][C:13]([OH:19])=[C:14]([O:17][CH3:18])[CH:15]=3)[N:10]=[CH:9][N:8]=2)=[C:4]([F:23])[CH:3]=1.[C:24]([O:28][C:29]([N:31]1[CH2:36][CH2:35][CH:34]([CH2:37]O)[CH2:33][CH2:32]1)=[O:30])([CH3:27])([CH3:26])[CH3:25]. No catalyst specified. The product is [C:24]([O:28][C:29]([N:31]1[CH2:36][CH2:35][CH:34]([CH2:37][O:19][C:13]2[CH:12]=[C:11]3[C:16]([C:7]([NH:6][C:5]4[C:4]([F:23])=[CH:3][C:2]([Cl:1])=[CH:21][C:20]=4[F:22])=[N:8][CH:9]=[N:10]3)=[CH:15][C:14]=2[O:17][CH3:18])[CH2:33][CH2:32]1)=[O:30])([CH3:27])([CH3:25])[CH3:26]. The yield is 0.590. (5) The reactants are Cl[C:2]1[C:3]2[N:4]([CH:13]=[N:14][N:15]=2)[C:5]2[C:10]([N:11]=1)=[CH:9][CH:8]=[C:7]([Cl:12])[CH:6]=2.CC1(C)C(C)(C)OB([C:24]2[CH2:29][CH2:28][N:27]([C:30]([O:32][C:33]([CH3:36])([CH3:35])[CH3:34])=[O:31])[CH2:26][CH:25]=2)O1.C([O-])([O-])=O.[K+].[K+].O1CCOCC1. The catalyst is CCOC(C)=O.O. The product is [Cl:12][C:7]1[CH:6]=[C:5]2[C:10]([N:11]=[C:2]([C:24]3[CH2:29][CH2:28][N:27]([C:30]([O:32][C:33]([CH3:36])([CH3:35])[CH3:34])=[O:31])[CH2:26][CH:25]=3)[C:3]3[N:4]2[CH:13]=[N:14][N:15]=3)=[CH:9][CH:8]=1. The yield is 0.740. (6) The reactants are [CH:1]([C:3]1[C:12]2[C:7](=[CH:8][CH:9]=[CH:10][CH:11]=2)[C:6]([CH2:13][N:14]2[C:22](=[O:23])[C:21]3[C:16](=[CH:17][CH:18]=[CH:19][CH:20]=3)[C:15]2=[O:24])=[CH:5][CH:4]=1)=[CH2:2].Br[CH:26]([C:31]1[CH:36]=[C:35]([Cl:37])[C:34]([Cl:38])=[C:33]([Cl:39])[CH:32]=1)[C:27]([F:30])([F:29])[F:28].N1C=CC=CC=1C1C=CC=CN=1. The catalyst is ClC1C=CC=CC=1Cl.Cl[Cu]. The product is [F:30][C:27]([F:28])([F:29])[CH:26]([C:31]1[CH:32]=[C:33]([Cl:39])[C:34]([Cl:38])=[C:35]([Cl:37])[CH:36]=1)/[CH:2]=[CH:1]/[C:3]1[C:12]2[C:7](=[CH:8][CH:9]=[CH:10][CH:11]=2)[C:6]([CH2:13][N:14]2[C:22](=[O:23])[C:21]3[C:16](=[CH:17][CH:18]=[CH:19][CH:20]=3)[C:15]2=[O:24])=[CH:5][CH:4]=1. The yield is 0.560. (7) The reactants are [CH3:1][O:2][C:3]([NH:5][C@@H:6]([CH:17]([CH3:19])[CH3:18])[C:7]([N:9]1[CH2:13][CH2:12][CH2:11][C@H:10]1[C:14]([OH:16])=O)=[O:8])=[O:4].[C:20]([C:24]1[CH:29]=[CH:28][C:27]([N:30]2[C@H:34]([C:35]3[CH:41]=[CH:40][C:38]([NH2:39])=[CH:37][CH:36]=3)[CH2:33][CH2:32][C@H:31]2[C:42]2[CH:48]=[CH:47][C:45]([NH2:46])=[CH:44][CH:43]=2)=[CH:26][CH:25]=1)([CH3:23])([CH3:22])[CH3:21].CN(C(ON1N=NC2C=CC=NC1=2)=[N+](C)C)C.F[P-](F)(F)(F)(F)F.CCN(C(C)C)C(C)C. The catalyst is CS(C)=O. The product is [CH3:1][O:2][C:3]([NH:5][C@H:6]([C:7]([N:9]1[CH2:13][CH2:12][CH2:11][C@H:10]1[C:14]([NH:39][C:38]1[CH:37]=[CH:36][C:35]([C@@H:34]2[CH2:33][CH2:32][C@@H:31]([C:42]3[CH:48]=[CH:47][C:45]([NH2:46])=[CH:44][CH:43]=3)[N:30]2[C:27]2[CH:26]=[CH:25][C:24]([C:20]([CH3:23])([CH3:22])[CH3:21])=[CH:29][CH:28]=2)=[CH:41][CH:40]=1)=[O:16])=[O:8])[CH:17]([CH3:19])[CH3:18])=[O:4]. The yield is 0.240.